This data is from M1 muscarinic receptor antagonist screen with 61,756 compounds. The task is: Binary Classification. Given a drug SMILES string, predict its activity (active/inactive) in a high-throughput screening assay against a specified biological target. (1) The molecule is Fc1c(NC(=O)N(CCCN2CCOCC2)Cc2cc3c([nH]c2=O)cc2OCCOc2c3)cccc1. The result is 0 (inactive). (2) The result is 0 (inactive). The drug is Fc1ccc(C2N(C(=O)C(O)=C2C(=O)C)CC(OCC)=O)cc1. (3) The compound is Fc1ccc(C(N(Cc2cccnc2)C(=O)Cn2nnc3c2cccc3)C(=O)NCc2occc2)cc1. The result is 0 (inactive). (4) The drug is Clc1ccc(n2nnnc2SCc2c(onc2C)C)cc1. The result is 0 (inactive). (5) The molecule is OC=1C(=O)/C(=C\Nc2c(cc(cc2)C)C)C=CC1. The result is 0 (inactive). (6) The drug is O=C(NCc1cccnc1)c1n2c(nc1C)cccc2. The result is 0 (inactive). (7) The drug is o1c(CNC(=O)c2c(n(nc2)c2ccccc2)NC(=O)c2ccc(cc2)C)ccc1. The result is 0 (inactive).